Dataset: Full USPTO retrosynthesis dataset with 1.9M reactions from patents (1976-2016). Task: Predict the reactants needed to synthesize the given product. (1) Given the product [Cl:1][C:2]1[CH:7]=[CH:6][CH:5]=[CH:4][C:3]=1[N:8]1[C:16]2[C:11](=[CH:12][CH:13]=[CH:14][CH:15]=2)[C:10]([NH:17][C:22](=[O:23])[C:21]2[CH:25]=[CH:26][CH:27]=[CH:28][C:20]=2[C:19]([F:18])([F:29])[F:30])=[N:9]1, predict the reactants needed to synthesize it. The reactants are: [Cl:1][C:2]1[CH:7]=[CH:6][CH:5]=[CH:4][C:3]=1[N:8]1[C:16]2[C:11](=[CH:12][CH:13]=[CH:14][CH:15]=2)[C:10]([NH2:17])=[N:9]1.[F:18][C:19]([F:30])([F:29])[C:20]1[CH:28]=[CH:27][CH:26]=[CH:25][C:21]=1[C:22](Cl)=[O:23].C(N(CC)CC)C. (2) The reactants are: [C:1](=[O:22])(OC1C=CC([N+]([O-])=O)=CC=1)[O:2][CH2:3][CH2:4][N:5]1[CH2:10][CH2:9][N:8]([CH3:11])[CH2:7][CH2:6]1.CCN(CC)CC.Cl.Cl.[CH3:32][C:33]1[CH:38]=[CH:37][C:36]([N:39]2[CH2:44][CH2:43][NH:42][CH2:41][CH2:40]2)=[CH:35][CH:34]=1. Given the product [NH3:5].[CH3:32][C:33]1[CH:34]=[CH:35][C:36]([N:39]2[CH2:44][CH2:43][N:42]([C:1]([O:2][CH2:3][CH2:4][N:5]3[CH2:6][CH2:7][N:8]([CH3:11])[CH2:9][CH2:10]3)=[O:22])[CH2:41][CH2:40]2)=[CH:37][CH:38]=1, predict the reactants needed to synthesize it.